Task: Regression/Classification. Given a drug SMILES string, predict its absorption, distribution, metabolism, or excretion properties. Task type varies by dataset: regression for continuous measurements (e.g., permeability, clearance, half-life) or binary classification for categorical outcomes (e.g., BBB penetration, CYP inhibition). Dataset: cyp2c19_veith.. Dataset: CYP2C19 inhibition data for predicting drug metabolism from PubChem BioAssay The drug is COc1ccc(C(=O)COC(=O)c2ccc(NC(=O)c3ccccc3)cc2)cc1. The result is 0 (non-inhibitor).